This data is from Peptide-MHC class II binding affinity with 134,281 pairs from IEDB. The task is: Regression. Given a peptide amino acid sequence and an MHC pseudo amino acid sequence, predict their binding affinity value. This is MHC class II binding data. (1) The peptide sequence is DGCWYPMEIRPRKTH. The MHC is DRB5_0101 with pseudo-sequence DRB5_0101. The binding affinity (normalized) is 0.936. (2) The peptide sequence is TSRYSATCVRASYRR. The MHC is H-2-IAd with pseudo-sequence H-2-IAd. The binding affinity (normalized) is 0.626. (3) The peptide sequence is IGNTVTPTVTFTMDGDK. The MHC is DRB1_0701 with pseudo-sequence DRB1_0701. The binding affinity (normalized) is 0.202.